Dataset: Forward reaction prediction with 1.9M reactions from USPTO patents (1976-2016). Task: Predict the product of the given reaction. Given the reactants [Cl:1][C:2]1[CH:11]=[CH:10][C:9]2[N:8]=[C:7]([N:12]3[CH2:17][CH2:16][CH:15](OS(C)(=O)=O)[CH2:14][CH2:13]3)[CH:6]=[CH:5][C:4]=2[C:3]=1[C:23]([NH:25][CH2:26][C:27]12[CH2:36][CH:31]3[CH2:32][CH:33]([CH2:35][CH:29]([CH2:30]3)[CH2:28]1)[CH2:34]2)=[O:24].C(=O)([O-])[O-].[K+].[K+].[NH:43]1[CH:47]=[N:46][C:45]([SH:48])=[N:44]1, predict the reaction product. The product is: [Cl:1][C:2]1[CH:11]=[CH:10][C:9]2[N:8]=[C:7]([N:12]3[CH2:13][CH2:14][CH:15]([S:48][C:45]4[N:46]=[CH:47][NH:43][N:44]=4)[CH2:16][CH2:17]3)[CH:6]=[CH:5][C:4]=2[C:3]=1[C:23]([NH:25][CH2:26][C:27]12[CH2:36][CH:31]3[CH2:32][CH:33]([CH2:35][CH:29]([CH2:30]3)[CH2:28]1)[CH2:34]2)=[O:24].